The task is: Predict the reaction yield, written as a fraction of the theoretical maximum amount of product (1.0 means a 100% yield; for example, 0.34 means a 34% yield).. This data is from Reaction yield outcomes from USPTO patents with 853,638 reactions. (1) The reactants are [C:1]([N:9]1[CH2:22][CH2:21][C:20]2[C:19]3[C:18]([C:23]4[CH:28]=[CH:27][CH:26]=[CH:25][C:24]=4[O:29]C)=[CH:17][CH:16]=[CH:15][C:14]=3[NH:13][C:12]=2[CH2:11][CH2:10]1)(=[O:8])[C:2]1[CH:7]=[CH:6][CH:5]=[CH:4][CH:3]=1.B(Br)(Br)Br. The catalyst is C(Cl)Cl. The product is [C:1]([N:9]1[CH2:22][CH2:21][C:20]2[C:19]3[C:18]([C:23]4[CH:28]=[CH:27][CH:26]=[CH:25][C:24]=4[OH:29])=[CH:17][CH:16]=[CH:15][C:14]=3[NH:13][C:12]=2[CH2:11][CH2:10]1)(=[O:8])[C:2]1[CH:3]=[CH:4][CH:5]=[CH:6][CH:7]=1. The yield is 0.880. (2) The reactants are [Cl:1][C:2]1[N:19]=[CH:18][CH:17]=[C:16](I)[C:3]=1[C:4]([NH:6][CH2:7][C:8]1[CH:13]=[CH:12][C:11]([F:14])=[C:10]([F:15])[CH:9]=1)=[O:5].[CH3:21][O:22][Na]. The catalyst is CO. The product is [Cl:1][C:2]1[N:19]=[CH:18][CH:17]=[C:16]([O:22][CH3:21])[C:3]=1[C:4]([NH:6][CH2:7][C:8]1[CH:13]=[CH:12][C:11]([F:14])=[C:10]([F:15])[CH:9]=1)=[O:5]. The yield is 0.500. (3) The reactants are Br[CH2:2][C:3]([NH2:5])=[O:4].[NH2:6][C@H:7]1[CH2:12][CH2:11][C@H:10]([CH2:13][NH:14][C:15]2[C:20]([C:21]#[N:22])=[CH:19][N:18]=[C:17]([NH:23][CH2:24][C:25]3[CH:30]=[CH:29][CH:28]=[CH:27][C:26]=3[O:31][C:32]([F:35])([F:34])[F:33])[N:16]=2)[CH2:9][CH2:8]1.CCN(C(C)C)C(C)C. The catalyst is CN(C=O)C.CCOC(C)=O. The product is [C:21]([C:20]1[C:15]([NH:14][CH2:13][C@H:10]2[CH2:9][CH2:8][C@H:7]([NH:6][CH2:2][C:3]([NH2:5])=[O:4])[CH2:12][CH2:11]2)=[N:16][C:17]([NH:23][CH2:24][C:25]2[CH:30]=[CH:29][CH:28]=[CH:27][C:26]=2[O:31][C:32]([F:33])([F:34])[F:35])=[N:18][CH:19]=1)#[N:22]. The yield is 0.270. (4) The reactants are [C:1]([O:5][C:6]([N:8]1[CH2:13][CH2:12][N:11]([C:14]2[C:19]([Cl:20])=[CH:18][C:17]([N+:21]([O-])=O)=[CH:16][N:15]=2)[CH2:10][CH2:9]1)=[O:7])([CH3:4])([CH3:3])[CH3:2].[BH4-].[Na+]. The catalyst is CO.O.O.O.O.O.O.[Ni](Cl)Cl. The product is [C:1]([O:5][C:6]([N:8]1[CH2:9][CH2:10][N:11]([C:14]2[C:19]([Cl:20])=[CH:18][C:17]([NH2:21])=[CH:16][N:15]=2)[CH2:12][CH2:13]1)=[O:7])([CH3:4])([CH3:2])[CH3:3]. The yield is 0.630. (5) The reactants are [C:1]1([CH2:7][CH2:8][CH:9]=[O:10])[CH:6]=[CH:5][CH:4]=[CH:3][CH:2]=1.[CH2:11](Br)[CH:12]=[CH2:13].CCCCCC.CCOCC. The catalyst is C1COCC1.C(Br)C=C.[Zn]. The product is [C:1]1([CH2:7][CH2:8][CH:9]([OH:10])[CH2:13][CH:12]=[CH2:11])[CH:6]=[CH:5][CH:4]=[CH:3][CH:2]=1. The yield is 0.690. (6) The reactants are [CH3:1][O:2][C:3](=[O:33])[CH2:4][C@H:5]1[C:9]2[CH:10]=[CH:11][C:12]([O:14][C@H:15]3[C:23]4[C:18](=[C:19](B5OC(C)(C)C(C)(C)O5)[CH:20]=[CH:21][CH:22]=4)[CH2:17][CH2:16]3)=[CH:13][C:8]=2[O:7][CH2:6]1.Br[C:35]1[CH:36]=[C:37]([CH:46]=[CH:47][C:48]=1[CH3:49])[O:38][Si:39]([C:42]([CH3:45])([CH3:44])[CH3:43])([CH3:41])[CH3:40].O. The catalyst is [Br-].C([N+](CCCC)(CCCC)CCCC)CCC.C1(C)C=CC=CC=1. The product is [CH3:1][O:2][C:3](=[O:33])[CH2:4][C@H:5]1[C:9]2[CH:10]=[CH:11][C:12]([O:14][C@H:15]3[C:23]4[C:22](=[C:21]([C:47]5[CH:46]=[C:37]([O:38][Si:39]([C:42]([CH3:44])([CH3:43])[CH3:45])([CH3:40])[CH3:41])[CH:36]=[CH:35][C:48]=5[CH3:49])[CH:20]=[CH:19][CH:18]=4)[CH2:17][CH2:16]3)=[CH:13][C:8]=2[O:7][CH2:6]1. The yield is 0.330. (7) The reactants are [CH3:1][C:2]1[N:7]=[C:6]([C:8]2[C:13]([C:14]3[CH:15]=[CH:16][C:17]4[N:18]([C:20]([C:23](O)=[O:24])=[CH:21][N:22]=4)[CH:19]=3)=[CH:12][CH:11]=[CH:10][N:9]=2)[CH:5]=[CH:4][CH:3]=1.CN(C(ON1N=NC2C=CC=NC1=2)=[N+](C)C)C.F[P-](F)(F)(F)(F)F.CCN(C(C)C)C(C)C.[F:59][CH:60]([F:63])[CH2:61][NH2:62]. The catalyst is CN(C=O)C. The product is [F:59][CH:60]([F:63])[CH2:61][NH:62][C:23]([C:20]1[N:18]2[CH:19]=[C:14]([C:13]3[C:8]([C:6]4[CH:5]=[CH:4][CH:3]=[C:2]([CH3:1])[N:7]=4)=[N:9][CH:10]=[CH:11][CH:12]=3)[CH:15]=[CH:16][C:17]2=[N:22][CH:21]=1)=[O:24]. The yield is 0.0270. (8) The reactants are [NH2:1][C:2]1[CH:33]=[CH:32][C:5]([C:6]([NH:8][C@H:9]2[CH2:14][CH2:13][CH2:12][C@@H:11]([NH:15][C:16]3[N:21]=[C:20]([C:22]4[C:30]5[C:25](=[CH:26][CH:27]=[CH:28][CH:29]=5)[NH:24][CH:23]=4)[C:19]([Cl:31])=[CH:18][N:17]=3)[CH2:10]2)=[O:7])=[C:4]([N:34]2[CH2:39][CH2:38][O:37][CH2:36][CH2:35]2)[CH:3]=1.CCN(C(C)C)C(C)C.[C:49](Cl)(=[O:52])[CH:50]=[CH2:51]. The catalyst is CN1C(=O)CCC1.C1COCC1. The product is [C:49]([NH:1][C:2]1[CH:33]=[CH:32][C:5]([C:6]([NH:8][C@H:9]2[CH2:14][CH2:13][CH2:12][C@@H:11]([NH:15][C:16]3[N:21]=[C:20]([C:22]4[C:30]5[C:25](=[CH:26][CH:27]=[CH:28][CH:29]=5)[NH:24][CH:23]=4)[C:19]([Cl:31])=[CH:18][N:17]=3)[CH2:10]2)=[O:7])=[C:4]([N:34]2[CH2:39][CH2:38][O:37][CH2:36][CH2:35]2)[CH:3]=1)(=[O:52])[CH:50]=[CH2:51]. The yield is 0.510.